Dataset: Full USPTO retrosynthesis dataset with 1.9M reactions from patents (1976-2016). Task: Predict the reactants needed to synthesize the given product. (1) Given the product [F:1][C:2]1[CH:30]=[C:29]([F:31])[CH:28]=[CH:27][C:3]=1[CH2:4][NH:5][C:6]([C:8]1[C:9](=[O:26])[C:10]([O:24][CH3:25])=[C:11]([C:20]([O:22][CH3:23])=[O:21])[N:12]([CH2:14][CH:15]([OH:18])[OH:16])[CH:13]=1)=[O:7], predict the reactants needed to synthesize it. The reactants are: [F:1][C:2]1[CH:30]=[C:29]([F:31])[CH:28]=[CH:27][C:3]=1[CH2:4][NH:5][C:6]([C:8]1[C:9](=[O:26])[C:10]([O:24][CH3:25])=[C:11]([C:20]([O:22][CH3:23])=[O:21])[N:12]([CH2:14][CH:15]([O:18]C)[O:16]C)[CH:13]=1)=[O:7].CS(O)(=O)=O. (2) Given the product [C:23]1([CH3:33])[CH:24]=[CH:25][C:26]([S:29]([OH:32])(=[O:30])=[O:31])=[CH:27][CH:28]=1.[CH:5]12[CH2:6][NH:7][CH2:8][CH:1]1[CH2:2][N:3]([C:9]1[CH:21]=[CH:20][C:19]3[C:18]4[C:13](=[CH:14][CH:15]=[CH:16][CH:17]=4)[C:12](=[O:22])[C:11]=3[CH:10]=1)[CH2:4]2, predict the reactants needed to synthesize it. The reactants are: [CH:1]12[CH2:8][NH:7][CH2:6][CH:5]1[CH2:4][N:3]([C:9]1[CH:21]=[CH:20][C:19]3[C:18]4[C:13](=[CH:14][CH:15]=[CH:16][CH:17]=4)[C:12](=[O:22])[C:11]=3[CH:10]=1)[CH2:2]2.[C:23]1([CH3:33])[CH:28]=[CH:27][C:26]([S:29]([OH:32])(=[O:31])=[O:30])=[CH:25][CH:24]=1. (3) Given the product [CH3:3][O:2][C:1]([NH:6][CH2:7][CH2:8][O:9][CH:10]([C:21]1[CH:22]=[CH:23][CH:24]=[CH:25][CH:26]=1)[C:11]1[CH:12]=[C:13]([CH:18]=[CH:19][CH:20]=1)[C:14]([O:16][CH3:17])=[O:15])=[O:4], predict the reactants needed to synthesize it. The reactants are: [C:1](Cl)(=[O:4])[O:2][CH3:3].[NH2:6][CH2:7][CH2:8][O:9][CH:10]([C:21]1[CH:26]=[CH:25][CH:24]=[CH:23][CH:22]=1)[C:11]1[CH:12]=[C:13]([CH:18]=[CH:19][CH:20]=1)[C:14]([O:16][CH3:17])=[O:15].CCN(CC)CC.O. (4) Given the product [C:1]([O:5][C:6]([NH:8][C@@H:9]1[CH2:18][C:17]2[C:12](=[CH:13][CH:14]=[CH:15][CH:16]=2)[N:11]([CH2:21][C:22]([O:24][CH3:25])=[O:23])[C:10]1=[O:19])=[O:7])([CH3:4])([CH3:2])[CH3:3], predict the reactants needed to synthesize it. The reactants are: [C:1]([O:5][C:6]([NH:8][C@@H:9]1[CH2:18][C:17]2[C:12](=[CH:13][CH:14]=[CH:15][CH:16]=2)[NH:11][C:10]1=[O:19])=[O:7])([CH3:4])([CH3:3])[CH3:2].Br[CH2:21][C:22]([O:24][CH3:25])=[O:23].C[O-].[Na+].C(OCC)(=O)C.